This data is from Forward reaction prediction with 1.9M reactions from USPTO patents (1976-2016). The task is: Predict the product of the given reaction. (1) Given the reactants [C:1]([O:5][C:6](=[O:26])[NH:7][CH2:8][CH2:9][C:10](=[O:25])[NH:11][C:12]1[CH:17]=[CH:16][C:15]([N:18]=[CH:19][N:20](C)C)=[C:14]([C:23]#[N:24])[CH:13]=1)([CH3:4])([CH3:3])[CH3:2].N[C:28]1[CH:42]=[CH:41][C:31]([C:32]([NH:34][C:35]2[CH:40]=[CH:39][CH:38]=[CH:37][CH:36]=2)=[O:33])=[CH:30][CH:29]=1, predict the reaction product. The product is: [C:1]([O:5][C:6](=[O:26])[NH:7][CH2:8][CH2:9][C:10](=[O:25])[NH:11][C:12]1[CH:13]=[C:14]2[C:15](=[CH:16][CH:17]=1)[N:18]=[CH:19][N:20]=[C:23]2[NH:24][C:28]1[CH:29]=[CH:30][C:31]([C:32](=[O:33])[NH:34][C:35]2[CH:40]=[CH:39][CH:38]=[CH:37][CH:36]=2)=[CH:41][CH:42]=1)([CH3:2])([CH3:3])[CH3:4]. (2) The product is: [CH2:7]([CH:9]([CH2:15][CH2:16][CH2:17][CH3:18])[CH2:10][O:11][C:12](=[O:13])[N:4]([CH:1]([CH3:3])[CH3:2])[CH3:23])[CH3:8]. Given the reactants [CH:1]([NH2:4])([CH3:3])[CH3:2].[H-].[Na+].[CH2:7]([CH:9]([CH2:15][CH2:16][CH2:17][CH3:18])[CH2:10][O:11][C:12](Cl)=[O:13])[CH3:8].S(OC)(O[CH3:23])(=O)=O, predict the reaction product. (3) Given the reactants O1CCCCC1[N:7]1[C:15]2[C:10](=[CH:11][C:12]([C:16]3[N:20]=[CH:19][N:18](C(C4C=CC=CC=4)(C4C=CC=CC=4)C4C=CC=CC=4)[N:17]=3)=[CH:13][CH:14]=2)[C:9]([C:40]2[CH:41]=[C:42]([NH:46][C:47](=[O:51])[CH2:48][CH2:49][CH3:50])[CH:43]=[CH:44][CH:45]=2)=[N:8]1.[NH:18]1[CH:19]=[N:20][C:16]([C:12]2[CH:11]=[C:10]3[C:15](=[CH:14][CH:13]=2)[NH:7][N:8]=[C:9]3[C:40]2[CH:41]=[C:42]([NH:46][C:47](=[O:51])[CH2:48][CH2:49][CH3:50])[CH:43]=[CH:44][CH:45]=2)=[N:17]1, predict the reaction product. The product is: [NH:18]1[CH:19]=[N:20][C:16]([C:12]2[CH:11]=[C:10]3[C:15](=[CH:14][CH:13]=2)[NH:7][N:8]=[C:9]3[C:40]2[CH:41]=[C:42]([NH:46][C:47](=[O:51])[CH2:48][CH2:49][CH3:50])[CH:43]=[CH:44][CH:45]=2)=[N:17]1. (4) Given the reactants [CH3:1][O:2][C:3]1[CH:4]=[C:5]2[C:10](=[CH:11][CH:12]=1)[C:9](=[O:13])[CH2:8][CH2:7][CH2:6]2.C[Si]([N:18]=[N+]=[N-])(C)C, predict the reaction product. The product is: [CH3:1][O:2][C:3]1[CH:12]=[CH:11][C:10]2[C:9](=[O:13])[NH:18][CH2:8][CH2:7][CH2:6][C:5]=2[CH:4]=1.